Dataset: Retrosynthesis with 50K atom-mapped reactions and 10 reaction types from USPTO. Task: Predict the reactants needed to synthesize the given product. (1) Given the product COc1ccc(-n2nc(C(=O)N(C)OC)cc2-c2ccc(C)cn2)nn1, predict the reactants needed to synthesize it. The reactants are: CNOC.COc1ccc(-n2nc(C(=O)O)cc2-c2ccc(C)cn2)nn1. (2) Given the product CC(=O)N1CCC(C)(C)c2cccc(CCN3CCN(c4nsc5ccccc45)CC3)c21, predict the reactants needed to synthesize it. The reactants are: CC(=O)Cl.CC1(C)CCNc2c(CCN3CCN(c4nsc5ccccc45)CC3)cccc21. (3) The reactants are: BrCc1ccccc1.FC(F)(F)c1cc2ccccc2[nH]1. Given the product FC(F)(F)c1cc2ccccc2n1Cc1ccccc1, predict the reactants needed to synthesize it. (4) Given the product Nc1cnn2ccccc12, predict the reactants needed to synthesize it. The reactants are: O=[N+]([O-])c1cnn2ccccc12. (5) Given the product CN(Cc1cn(Cc2ccccc2)c2ccccc12)C(=O)/C=C/c1cnc2c(c1)CCC(=O)N2, predict the reactants needed to synthesize it. The reactants are: C=CC(=O)N(C)Cc1cn(Cc2ccccc2)c2ccccc12.O=C1CCc2cc(Br)cnc2N1. (6) Given the product C#Cc1cn([C@@H]2O[C@H](CO)[C@@H](O)[C@@]2(C)O)c2ncnc(N)c12, predict the reactants needed to synthesize it. The reactants are: C[C@@]1(O)[C@H](O)[C@@H](CO)O[C@H]1n1cc(C#C[Si](C)(C)C)c2c(N)ncnc21. (7) Given the product CCN1CCc2ccc(OCCCCN3CCCCC3)cc2C1, predict the reactants needed to synthesize it. The reactants are: CC=O.c1cc2c(cc1OCCCCN1CCCCC1)CNCC2.